This data is from Human liver microsome stability data. The task is: Regression/Classification. Given a drug SMILES string, predict its absorption, distribution, metabolism, or excretion properties. Task type varies by dataset: regression for continuous measurements (e.g., permeability, clearance, half-life) or binary classification for categorical outcomes (e.g., BBB penetration, CYP inhibition). Dataset: hlm. (1) The molecule is CC[C@@H]1/C=C(\C)C[C@H](C)C[C@H](OC)[C@H]2O[C@@](O)(C(=O)C(=O)N3CCCC[C@H]3C(=O)O[C@H](/C(C)=C/[C@@H]3CC[C@@H](O)[C@H](OC)C3)[C@H](C)[C@@H](O)CC1=O)[C@H](C)C[C@@H]2OC. The result is 1 (stable in human liver microsomes). (2) The drug is CC(=NCCCN1CCCCC1)Nc1ccnc2cc(Cl)ccc12. The result is 0 (unstable in human liver microsomes). (3) The compound is C[C@]12C=CC(=O)N[C@@H]1CC[C@@H]1[C@@H]2CC[C@]2(C)[C@@H](C(=O)NC3(C(F)(F)F)CC3)CC[C@@H]12. The result is 0 (unstable in human liver microsomes). (4) The compound is O=C(N[C@@H]1CCCc2c1cnn2-c1ccccc1F)c1ncn2c1CCCC2. The result is 0 (unstable in human liver microsomes). (5) The molecule is Cc1ccc2c(c1)n(CCOc1ccc(Cl)cc1)c(=N)n2C. The result is 0 (unstable in human liver microsomes). (6) The compound is CN1CCc2c[nH]c3c2C1=CC(=[NH+]CCc1ccc(O)cc1)C3=O. The result is 0 (unstable in human liver microsomes). (7) The compound is O=C1CCCN1c1ccc(C(c2nnnn2Cc2ccccc2)N2CCCN(C3CCC3)CC2)cc1. The result is 0 (unstable in human liver microsomes). (8) The result is 0 (unstable in human liver microsomes). The drug is COc1ccc2c(O[C@@H]3C[C@H]4C(=O)N[C@]5(C(=O)NS(=O)(=O)C6CC6)C[C@H]5C=CCCCCC[C@H](NC(=O)c5ccn(CC(F)F)n5)C(=O)N4C3)cc(OC(C)C)nc2c1C.